This data is from TCR-epitope binding with 47,182 pairs between 192 epitopes and 23,139 TCRs. The task is: Binary Classification. Given a T-cell receptor sequence (or CDR3 region) and an epitope sequence, predict whether binding occurs between them. (1) The epitope is RAKFKQLL. The TCR CDR3 sequence is CASSQDPGTPVYLSYGYTF. Result: 0 (the TCR does not bind to the epitope). (2) The epitope is HLVDFQVTI. The TCR CDR3 sequence is CASSFEEPSLYEQYF. Result: 1 (the TCR binds to the epitope). (3) The epitope is GILGFVFTL. The TCR CDR3 sequence is CASSQADRDTYEQYF. Result: 1 (the TCR binds to the epitope). (4) The epitope is NLVPMVATV. The TCR CDR3 sequence is CASSVGTTPYEQYF. Result: 1 (the TCR binds to the epitope). (5) The epitope is RLRAEAQVK. The TCR CDR3 sequence is CRVGPNTEAFF. Result: 1 (the TCR binds to the epitope). (6) The epitope is ELAGIGILTV. The TCR CDR3 sequence is CASSPYPGTRPYEQYF. Result: 0 (the TCR does not bind to the epitope). (7) The epitope is NLVPMVATV. The TCR CDR3 sequence is CASSLRGSHETQYF. Result: 1 (the TCR binds to the epitope). (8) The epitope is ATVVIGTSK. Result: 0 (the TCR does not bind to the epitope). The TCR CDR3 sequence is CASSEVKVSPGELFF. (9) The epitope is RAKFKQLL. The TCR CDR3 sequence is CASSLVSSGANVLTF. Result: 1 (the TCR binds to the epitope).